Dataset: Full USPTO retrosynthesis dataset with 1.9M reactions from patents (1976-2016). Task: Predict the reactants needed to synthesize the given product. (1) Given the product [Cl:1][C:2]1[N:7]=[CH:6][C:5]([NH:8][C:9](=[O:15])[O:10][C:11]([CH3:14])([CH3:13])[CH3:12])=[C:4]([C:18]#[C:17][CH:19]2[CH2:22][CH2:21][CH2:20]2)[CH:3]=1, predict the reactants needed to synthesize it. The reactants are: [Cl:1][C:2]1[N:7]=[CH:6][C:5]([NH:8][C:9](=[O:15])[O:10][C:11]([CH3:14])([CH3:13])[CH3:12])=[C:4](I)[CH:3]=1.[C:17]([CH:19]1[CH2:22][CH2:21][CH2:20]1)#[CH:18]. (2) Given the product [C:11]([C:15]1[CH:16]=[C:17]2[C:22](=[C:23]([F:25])[CH:24]=1)[C:21](=[O:26])[N:20]([C:2]1[N:9]=[CH:8][CH:7]=[C:6]([Cl:10])[C:3]=1[CH:4]=[O:5])[N:19]=[CH:18]2)([CH3:14])([CH3:12])[CH3:13], predict the reactants needed to synthesize it. The reactants are: Br[C:2]1[N:9]=[CH:8][CH:7]=[C:6]([Cl:10])[C:3]=1[CH:4]=[O:5].[C:11]([C:15]1[CH:16]=[C:17]2[C:22](=[C:23]([F:25])[CH:24]=1)[C:21](=[O:26])[NH:20][N:19]=[CH:18]2)([CH3:14])([CH3:13])[CH3:12].COC1C2C(=C3C(=CC=2)C(OC)=CC=N3)N=CC=1. (3) Given the product [F:1][C:2]1[S:6][C:5]([C:7]23[CH2:15][N:14]([C:16]4[N:17]=[CH:18][CH:19]=[CH:20][N:21]=4)[CH2:13][CH:12]2[CH2:11][S:10][C:9]([NH2:22])=[N:8]3)=[CH:4][CH:3]=1, predict the reactants needed to synthesize it. The reactants are: [F:1][C:2]1[S:6][C:5]([C:7]23[CH2:15][N:14]([C:16]4[N:21]=[CH:20][CH:19]=[CH:18][N:17]=4)[CH2:13][CH:12]2[CH2:11][S:10][C:9]([NH:22]C(=O)C2C=CC=CC=2)=[N:8]3)=[CH:4][CH:3]=1.N1C=CC=CC=1.Cl.CON. (4) The reactants are: I[C:2]1[C:10]2[C:5](=[CH:6][C:7]([CH:11]=[O:12])=[CH:8][CH:9]=2)[N:4]([CH2:13][O:14][CH2:15][CH2:16][Si:17]([CH3:20])([CH3:19])[CH3:18])[N:3]=1.[CH:21]([C:23]1[CH:28]=[N:27][CH:26]=[CH:25][N:24]=1)=[CH2:22].C(N(C(C)C)C(C)C)C. Given the product [N:24]1[CH:25]=[CH:26][N:27]=[CH:28][C:23]=1/[CH:21]=[CH:22]/[C:2]1[C:10]2[C:5](=[CH:6][C:7]([CH:11]=[O:12])=[CH:8][CH:9]=2)[N:4]([CH2:13][O:14][CH2:15][CH2:16][Si:17]([CH3:20])([CH3:19])[CH3:18])[N:3]=1, predict the reactants needed to synthesize it. (5) The reactants are: C1(CBr)CC1.CC1C=CC(S(O[CH2:17][CH2:18][CH:19]2[CH2:21][CH2:20]2)(=O)=O)=CC=1.[CH3:22][C:23]1[N:24]=[C:25]([N:33]2[CH2:37][CH2:36][NH:35][C:34]2=[O:38])[S:26][C:27]=1[C:28]([O:30][CH2:31][CH3:32])=[O:29]. Given the product [CH:19]1([CH2:18][CH2:17][N:35]2[CH2:36][CH2:37][N:33]([C:25]3[S:26][C:27]([C:28]([O:30][CH2:31][CH3:32])=[O:29])=[C:23]([CH3:22])[N:24]=3)[C:34]2=[O:38])[CH2:20][CH2:21]1, predict the reactants needed to synthesize it.